This data is from Forward reaction prediction with 1.9M reactions from USPTO patents (1976-2016). The task is: Predict the product of the given reaction. Given the reactants [OH:1][C:2]1[CH:7]=[CH:6][C:5]([C:8]([C:10]2[CH:15]=[CH:14][CH:13]=[CH:12][CH:11]=2)=O)=[CH:4][CH:3]=1.[CH3:16][C:17]1([CH3:26])[CH2:22][C:21]([CH3:24])([CH3:23])[CH2:20][C:19](=O)[CH2:18]1, predict the reaction product. The product is: [C:10]1([C:8](=[C:19]2[CH2:20][C:21]([CH3:24])([CH3:23])[CH2:22][C:17]([CH3:26])([CH3:16])[CH2:18]2)[C:5]2[CH:6]=[CH:7][C:2]([OH:1])=[CH:3][CH:4]=2)[CH:15]=[CH:14][CH:13]=[CH:12][CH:11]=1.